From a dataset of Catalyst prediction with 721,799 reactions and 888 catalyst types from USPTO. Predict which catalyst facilitates the given reaction. (1) Reactant: C[O:2][C:3]1[CH:8]=[CH:7][C:6]([C:9]2[CH:10]=[C:11]3[C:15](=[CH:16][CH:17]=2)[N:14]([CH3:18])[C:13]([C:19]2[CH:24]=[CH:23][CH:22]=[CH:21][CH:20]=2)=[C:12]3[CH2:25][CH2:26][CH2:27][CH2:28][CH3:29])=[CH:5][CH:4]=1.B(Br)(Br)Br. Product: [CH3:18][N:14]1[C:15]2[C:11](=[CH:10][C:9]([C:6]3[CH:7]=[CH:8][C:3]([OH:2])=[CH:4][CH:5]=3)=[CH:17][CH:16]=2)[C:12]([CH2:25][CH2:26][CH2:27][CH2:28][CH3:29])=[C:13]1[C:19]1[CH:20]=[CH:21][CH:22]=[CH:23][CH:24]=1. The catalyst class is: 2. (2) Reactant: O1[C:5]2([CH2:10][CH2:9][CH:8]([OH:11])[CH2:7][CH2:6]2)[O:4][CH2:3][CH2:2]1.C(Cl)(=O)[C:13]1[CH:18]=[CH:17]C=[CH:15][CH:14]=1.N1C=CC=CC=1.[O:27]1CCCC1. Product: [C:3]([O:4][CH:5]1[CH2:6][CH2:7][C:8](=[O:11])[CH2:9][CH2:10]1)(=[O:27])[C:2]1[CH:17]=[CH:18][CH:13]=[CH:14][CH:15]=1. The catalyst class is: 13. (3) Reactant: [Cl:1][C:2]1[CH:7]=[CH:6][C:5]([NH:8][C:9](=[O:16])[CH2:10][C:11]([O:13][CH2:14][CH3:15])=[O:12])=[CH:4][CH:3]=1.CO[CH:19]=[CH:20][C:21](=O)[CH3:22].C[O-].[Na+]. Product: [Cl:1][C:2]1[CH:3]=[CH:4][C:5]([N:8]2[C:21]([CH3:22])=[CH:20][CH:19]=[C:10]([C:11]([O:13][CH2:14][CH3:15])=[O:12])[C:9]2=[O:16])=[CH:6][CH:7]=1. The catalyst class is: 8. (4) Reactant: Br[CH2:2][C:3]1[CH:12]=[C:11]2[C:6]([C:7]([C:16]3[CH:21]=[CH:20][C:19]([F:22])=[CH:18][CH:17]=3)=[CH:8][C:9]([C:13]([NH2:15])=[O:14])=[N:10]2)=[CH:5][CH:4]=1.[N:23]1[CH:28]=[C:27](B(O)O)[CH:26]=[N:25][CH:24]=1.C([O-])([O-])=O.[Na+].[Na+]. Product: [F:22][C:19]1[CH:20]=[CH:21][C:16]([C:7]2[C:6]3[C:11](=[CH:12][C:3]([CH2:2][C:27]4[CH:28]=[N:23][CH:24]=[N:25][CH:26]=4)=[CH:4][CH:5]=3)[N:10]=[C:9]([C:13]([NH2:15])=[O:14])[CH:8]=2)=[CH:17][CH:18]=1. The catalyst class is: 73. (5) Reactant: C([O:4][CH2:5][C:6]1[CH:11]=[CH:10][CH:9]=[C:8]([CH:12]([NH:14][C:15]([C@@H:17]2[C:26]3[C:21](=[CH:22][CH:23]=[CH:24][CH:25]=3)[C:20](=[O:27])[N:19]([C@H:28]3[CH2:33][CH2:32][CH2:31][CH2:30][C@@H:29]3[NH:34][S:35]([CH3:38])(=[O:37])=[O:36])[C@H:18]2[C:39]2[CH:44]=[CH:43][C:42]([Cl:45])=[CH:41][C:40]=2[Cl:46])=[O:16])[CH3:13])[N+:7]=1[O-:47])(=O)C.O.NN.C(OCC)(=O)C. Product: [Cl:46][C:40]1[CH:41]=[C:42]([Cl:45])[CH:43]=[CH:44][C:39]=1[C@H:18]1[C@H:17]([C:15]([NH:14][CH:12]([C:8]2[CH:9]=[CH:10][CH:11]=[C:6]([CH2:5][OH:4])[N+:7]=2[O-:47])[CH3:13])=[O:16])[C:26]2[C:21](=[CH:22][CH:23]=[CH:24][CH:25]=2)[C:20](=[O:27])[N:19]1[C@H:28]1[CH2:33][CH2:32][CH2:31][CH2:30][C@@H:29]1[NH:34][S:35]([CH3:38])(=[O:36])=[O:37]. The catalyst class is: 5. (6) Reactant: C(OC([N:8]1[CH2:13][CH2:12][CH:11]([C:14]2[CH:19]=[CH:18][C:17]([NH:20][S:21]([C:24]3[N:25]([CH3:34])[C:26]4[C:31]([CH:32]=3)=[CH:30][C:29]([F:33])=[CH:28][CH:27]=4)(=[O:23])=[O:22])=[C:16]([S:35]([CH3:38])(=[O:37])=[O:36])[CH:15]=2)[CH2:10][CH2:9]1)=O)(C)(C)C.[ClH:39].C(OCC)(=O)C. Product: [ClH:39].[CH3:38][S:35]([C:16]1[CH:15]=[C:14]([CH:11]2[CH2:10][CH2:9][NH:8][CH2:13][CH2:12]2)[CH:19]=[CH:18][C:17]=1[NH:20][S:21]([C:24]1[N:25]([CH3:34])[C:26]2[C:31]([CH:32]=1)=[CH:30][C:29]([F:33])=[CH:28][CH:27]=2)(=[O:22])=[O:23])(=[O:37])=[O:36]. The catalyst class is: 28.